Task: Predict which catalyst facilitates the given reaction.. Dataset: Catalyst prediction with 721,799 reactions and 888 catalyst types from USPTO (1) Reactant: [C:1]([N:6]1[CH2:15][CH2:14][C:13]2[C:8](=[CH:9][C:10]([C:16]([NH:18][O:19]C3CCCCO3)=[O:17])=[CH:11][CH:12]=2)[CH2:7]1)(=[O:5])[C:2]#[C:3][CH3:4].Cl. Product: [C:1]([N:6]1[CH2:15][CH2:14][C:13]2[C:8](=[CH:9][C:10]([C:16]([NH:18][OH:19])=[O:17])=[CH:11][CH:12]=2)[CH2:7]1)(=[O:5])[C:2]#[C:3][CH3:4]. The catalyst class is: 5. (2) Reactant: [S:1]1[CH:5]=[CH:4][C:3]2[CH:6]=[CH:7][C:8]([NH2:10])=[CH:9][C:2]1=2.[C:11]([O:15][C:16](O[C:16]([O:15][C:11]([CH3:14])([CH3:13])[CH3:12])=[O:17])=[O:17])([CH3:14])([CH3:13])[CH3:12].CN(C1C=CC=CN=1)C. Product: [C:11]([O:15][C:16](=[O:17])[NH:10][C:8]1[CH:7]=[CH:6][C:3]2[CH:4]=[CH:5][S:1][C:2]=2[CH:9]=1)([CH3:14])([CH3:13])[CH3:12]. The catalyst class is: 1. (3) Reactant: [ClH:1].C(OCC)C.[CH2:7]([C:9]1[N:14]=[C:13]([C:15]2[C:16]([C:27]3[CH:35]=[CH:34][C:33]4[C:29](=[CH:30][N:31]([CH3:36])[N:32]=4)[CH:28]=3)=[N:17][S:18][C:19]=2[NH:20][C:21]([C@@H:23]2[CH2:25][C@H:24]2[CH3:26])=[O:22])[CH:12]=[CH:11][CH:10]=1)[CH3:8]. Product: [ClH:1].[CH2:7]([C:9]1[N:14]=[C:13]([C:15]2[C:16]([C:27]3[CH:35]=[CH:34][C:33]4[C:29](=[CH:30][N:31]([CH3:36])[N:32]=4)[CH:28]=3)=[N:17][S:18][C:19]=2[NH:20][C:21]([C@@H:23]2[CH2:25][C@H:24]2[CH3:26])=[O:22])[CH:12]=[CH:11][CH:10]=1)[CH3:8]. The catalyst class is: 13. (4) Reactant: [C:1]1([CH:7]2[CH2:12][CH2:11][N:10]([CH2:13][CH:14]3[CH2:20][CH2:19][C:18]4[CH:21]=[CH:22][CH:23]=[CH:24][C:17]=4[CH:16](O)[CH2:15]3)[CH2:9][CH2:8]2)[CH:6]=[CH:5][CH:4]=[CH:3][CH:2]=1.[ClH:26].[OH-].[Na+]. Product: [ClH:26].[C:1]1([CH:7]2[CH2:8][CH2:9][N:10]([CH2:13][CH:14]3[CH:15]=[CH:16][C:17]4[CH:24]=[CH:23][CH:22]=[CH:21][C:18]=4[CH2:19][CH2:20]3)[CH2:11][CH2:12]2)[CH:6]=[CH:5][CH:4]=[CH:3][CH:2]=1. The catalyst class is: 12. (5) Reactant: [CH2:1]([O:3][C:4]([C:6]1[C:7]2[CH:14]=[CH:13][C:12]([OH:15])=[CH:11][C:8]=2[S:9][CH:10]=1)=[O:5])[CH3:2].[NH2:16][C:17]1[N:22]=[C:21](Cl)[CH:20]=[C:19]([Cl:24])[N:18]=1.[O-]P([O-])([O-])=O.[K+].[K+].[K+].CCOC(C)=O. Product: [CH2:1]([O:3][C:4]([C:6]1[C:7]2[CH:14]=[CH:13][C:12]([O:15][C:21]3[CH:20]=[C:19]([Cl:24])[N:18]=[C:17]([NH2:16])[N:22]=3)=[CH:11][C:8]=2[S:9][CH:10]=1)=[O:5])[CH3:2]. The catalyst class is: 179.